From a dataset of Full USPTO retrosynthesis dataset with 1.9M reactions from patents (1976-2016). Predict the reactants needed to synthesize the given product. (1) Given the product [Cl:1][C:2]1[CH:3]=[C:4]([CH:9]=[C:10]([Cl:16])[C:11]=1[O:12][CH:13]([CH3:14])[CH3:15])[C:5]([OH:7])=[O:6], predict the reactants needed to synthesize it. The reactants are: [Cl:1][C:2]1[CH:3]=[C:4]([CH:9]=[C:10]([Cl:16])[C:11]=1[O:12][CH:13]([CH3:15])[CH3:14])[C:5]([O:7]C)=[O:6].[OH-].[Na+]. (2) Given the product [NH2:1][CH:2]([CH:6]1[CH2:10][CH2:9][N:8]([C:21]2[C:22]([CH3:24])=[C:17]3[C:18]([C:23](=[O:40])[N:14]([CH:11]4[CH2:12][CH2:13]4)[C:15](=[O:28])[NH:16]3)=[CH:19][C:20]=2[F:26])[CH2:7]1)[CH2:3][C:4]#[N:5], predict the reactants needed to synthesize it. The reactants are: [NH2:1][CH:2]([CH:6]1[CH2:10][CH2:9][NH:8][CH2:7]1)[CH2:3][C:4]#[N:5].[CH:11]1([N:14]2[C:23]3[C:18](=[CH:19][C:20]([F:26])=[C:21](F)[C:22]=3[CH3:24])[C:17](=O)[NH:16][C:15]2=[O:28])[CH2:13][CH2:12]1.CN(C)C(N(C)C)=N.Cl.CS(C)=[O:40]. (3) Given the product [CH:16]1([C:21]2([CH2:22][O:23][C:24]3[CH:29]=[CH:28][C:27]([C:30]([CH3:33])([CH3:34])[C:31]#[N:32])=[C:26]([F:35])[CH:25]=3)[CH2:7][C:5](=[O:6])[CH2:4][C:3](=[O:8])[O:36]2)[CH2:20][CH2:19][CH2:18][CH2:17]1, predict the reactants needed to synthesize it. The reactants are: [H-].[Na+].[C:3](OC)(=[O:8])[CH2:4][C:5]([CH3:7])=[O:6].[Li]CCCC.[CH:16]1([C:21](=[O:36])[CH2:22][O:23][C:24]2[CH:29]=[CH:28][C:27]([C:30]([CH3:34])([CH3:33])[C:31]#[N:32])=[C:26]([F:35])[CH:25]=2)[CH2:20][CH2:19][CH2:18][CH2:17]1.Cl.